This data is from Catalyst prediction with 721,799 reactions and 888 catalyst types from USPTO. The task is: Predict which catalyst facilitates the given reaction. (1) The catalyst class is: 1. Reactant: C([O:3][C:4](=[O:28])[CH2:5][C:6]1[CH:7]=[N:8][CH:9]=[C:10]([C:12]2[CH:17]=[CH:16][C:15]([F:18])=[CH:14][C:13]=2[CH2:19][N:20]([C:23]([CH:25]2[CH2:27][CH2:26]2)=[O:24])[CH2:21][CH3:22])[CH:11]=1)C.[Li+].[OH-].CO. Product: [CH:25]1([C:23]([N:20]([CH2:19][C:13]2[CH:14]=[C:15]([F:18])[CH:16]=[CH:17][C:12]=2[C:10]2[CH:11]=[C:6]([CH2:5][C:4]([OH:28])=[O:3])[CH:7]=[N:8][CH:9]=2)[CH2:21][CH3:22])=[O:24])[CH2:27][CH2:26]1. (2) Reactant: [CH3:1][Mg]Br.CON(C)[C:7]([C:9]1[CH:10]=[C:11]2[C:16](=[CH:17][CH:18]=1)[CH2:15][N:14]([C:19]([O:21][C:22]([CH3:25])([CH3:24])[CH3:23])=[O:20])[CH2:13][CH2:12]2)=[O:8]. Product: [C:7]([C:9]1[CH:10]=[C:11]2[C:16](=[CH:17][CH:18]=1)[CH2:15][N:14]([C:19]([O:21][C:22]([CH3:25])([CH3:23])[CH3:24])=[O:20])[CH2:13][CH2:12]2)(=[O:8])[CH3:1]. The catalyst class is: 7. (3) Reactant: Cl[C:2]([O:4][CH2:5][CH:6]([CH3:8])[CH3:7])=[O:3].FC(F)(F)C(O)=O.[NH2:16][CH2:17][CH2:18][CH2:19][O:20][C:21]1[CH:30]=[C:29]2[C:24]([C:25]([NH:31][C:32]3[CH:37]=[CH:36][C:35]([Cl:38])=[CH:34][C:33]=3[F:39])=[N:26][CH:27]=[N:28]2)=[CH:23][C:22]=1[O:40][CH3:41].C(N(CC)CC)C. Product: [Cl:38][C:35]1[CH:36]=[CH:37][C:32]([NH:31][C:25]2[C:24]3[C:29](=[CH:30][C:21]([O:20][CH2:19][CH2:18][CH2:17][NH:16][C:2]([O:4][CH2:5][CH:6]([CH3:8])[CH3:7])=[O:3])=[C:22]([O:40][CH3:41])[CH:23]=3)[N:28]=[CH:27][N:26]=2)=[C:33]([F:39])[CH:34]=1. The catalyst class is: 1. (4) Reactant: [CH2:1]([C@@H:8](/[CH:24]=[CH:25]/[CH2:26][C:27]([N:29]1[C@@H:33]([CH2:34][C:35]2[CH:40]=[CH:39][CH:38]=[CH:37][CH:36]=2)[CH2:32][O:31][C:30]1=[O:41])=[O:28])[C:9]([N:11]1[C@@H:15]([CH2:16][C:17]2[CH:22]=[CH:21][CH:20]=[CH:19][CH:18]=2)[CH2:14][O:13][C:12]1=[O:23])=[O:10])[C:2]1[CH:7]=[CH:6][CH:5]=[CH:4][CH:3]=1.C[Si]([N-][Si](C)(C)C)(C)C.[Na+].[CH2:52](I)[CH3:53].[NH4+].[Cl-]. Product: [CH2:1]([C@@H:8](/[CH:24]=[CH:25]/[C@H:26]([CH2:52][CH3:53])[C:27]([N:29]1[C@@H:33]([CH2:34][C:35]2[CH:36]=[CH:37][CH:38]=[CH:39][CH:40]=2)[CH2:32][O:31][C:30]1=[O:41])=[O:28])[C:9]([N:11]1[C@@H:15]([CH2:16][C:17]2[CH:22]=[CH:21][CH:20]=[CH:19][CH:18]=2)[CH2:14][O:13][C:12]1=[O:23])=[O:10])[C:2]1[CH:3]=[CH:4][CH:5]=[CH:6][CH:7]=1. The catalyst class is: 1. (5) Reactant: [Cl:1][C:2]1[CH:6]=[CH:5][NH:4][C:3]=1[C:7]([O:9][CH3:10])=[O:8].[H-].[Na+].[NH2:13]Cl. Product: [NH2:13][N:4]1[CH:5]=[CH:6][C:2]([Cl:1])=[C:3]1[C:7]([O:9][CH3:10])=[O:8]. The catalyst class is: 3. (6) Reactant: [CH:1]1[CH:2]=[N:3][C:4]([N:7]2[CH2:12][CH2:11][N:10]([CH2:13][CH2:14][CH2:15][CH2:16][N:17]3[C:27](=[O:28])[CH:26]([OH:29])[C:21]4([CH2:25][CH2:24][CH2:23][CH2:22]4)[CH2:20][C:18]3=[O:19])[CH2:9][CH2:8]2)=[N:5][CH:6]=1. Product: [CH:1]1[CH:6]=[N:5][C:4]([N:7]2[CH2:8][CH2:9][N:10]([CH2:13][CH2:14][CH2:15][CH2:16][N:17]3[C:27](=[O:28])[CH:26]([OH:29])[C:21]4([CH2:25][CH2:24][CH2:23][CH2:22]4)[CH2:20][C:18]3=[O:19])[CH2:11][CH2:12]2)=[N:3][CH:2]=1.[CH:1]1[CH:6]=[N:5][C:4]([N:7]2[CH2:12][CH2:11][N:10]([CH2:13][CH2:14][CH2:15][CH2:16][N:17]3[C:27](=[O:28])[CH2:26][C:21]4([CH2:22][CH2:23][CH2:24][CH2:25]4)[CH2:20][C:18]3=[O:19])[CH2:9][CH2:8]2)=[N:3][CH:2]=1. The catalyst class is: 6. (7) Reactant: [N:1]1([C:16]([O:18][CH2:19][N:20]([C:35]2[CH:40]=[CH:39][C:38]([F:41])=[CH:37][C:36]=2[Cl:42])[S:21]([CH:24]2[CH2:29][CH2:28][CH2:27][CH:26]=[C:25]2[C:30]([O:32][CH2:33][CH3:34])=[O:31])(=[O:23])=[O:22])=[O:17])[CH2:5][CH2:4][CH2:3][C@@H:2]1[C:6]([O:8]CC1C=CC=CC=1)=[O:7]. Product: [Cl:42][C:36]1[CH:37]=[C:38]([F:41])[CH:39]=[CH:40][C:35]=1[N:20]([CH2:19][O:18][C:16]([N:1]1[CH2:5][CH2:4][CH2:3][C@@H:2]1[C:6]([OH:8])=[O:7])=[O:17])[S:21]([CH:24]1[CH2:29][CH2:28][CH2:27][CH:26]=[C:25]1[C:30]([O:32][CH2:33][CH3:34])=[O:31])(=[O:22])=[O:23]. The catalyst class is: 129. (8) Reactant: [O:1]=[C:2]1[C:10]2[C:5](=[CH:6][CH:7]=[CH:8][CH:9]=2)[C:4](=[O:11])[N:3]1[CH2:12]C(Cl)=O.[C:16](=[N:19][OH:20])([NH2:18])[CH3:17]. Product: [CH3:17][C:16]1[N:18]=[C:12]([N:3]2[C:4](=[O:11])[C:5]3[C:10](=[CH:9][CH:8]=[CH:7][CH:6]=3)[C:2]2=[O:1])[O:20][N:19]=1. The catalyst class is: 17. (9) Reactant: I[C:2]1[C:10]2[C:5](=[N:6][CH:7]=[N:8][C:9]=2[NH2:11])[N:4]([CH:12]([CH3:14])[CH3:13])[N:3]=1.[F:15][C:16]1[CH:21]=[CH:20][C:19]([F:22])=[CH:18][C:17]=1[CH2:23][C:24]([N:26]1[C:34]2[C:29](=[CH:30][C:31](B3OC(C)(C)C(C)(C)O3)=[CH:32][CH:33]=2)[CH2:28][CH2:27]1)=[O:25].C(=O)(O)[O-].[Na+].O1CCOCC1. Product: [F:15][C:16]1[CH:21]=[CH:20][C:19]([F:22])=[CH:18][C:17]=1[CH2:23][C:24]([N:26]1[C:34]2[C:29](=[CH:30][C:31]([C:2]3[C:10]4[C:5](=[N:6][CH:7]=[N:8][C:9]=4[NH2:11])[N:4]([CH:12]([CH3:14])[CH3:13])[N:3]=3)=[CH:32][CH:33]=2)[CH2:28][CH2:27]1)=[O:25]. The catalyst class is: 6. (10) Reactant: [O:1]1[CH:5]=[C:4]([C:6]2[CH:11]=[CH:10][N:9]=[C:8]([S:12][CH3:13])[N:7]=2)[CH:3]=[N:2]1.[OH-].[Na+].C(O)(=O)CC(CC(O)=O)(C(O)=O)O. Product: [CH3:13][S:12][C:8]1[N:7]=[C:6]([CH:4]([CH:5]=[O:1])[C:3]#[N:2])[CH:11]=[CH:10][N:9]=1. The catalyst class is: 72.